The task is: Predict the reactants needed to synthesize the given product.. This data is from Full USPTO retrosynthesis dataset with 1.9M reactions from patents (1976-2016). Given the product [Cl:9][C:10]1[CH:11]=[C:12]([CH:16]=[C:17]([Cl:19])[CH:18]=1)[C:13]([NH:8][CH2:7][CH2:6][C:2]1[S:1][CH:5]=[CH:4][CH:3]=1)=[O:14], predict the reactants needed to synthesize it. The reactants are: [S:1]1[CH:5]=[CH:4][CH:3]=[C:2]1[CH2:6][CH2:7][NH2:8].[Cl:9][C:10]1[CH:11]=[C:12]([CH:16]=[C:17]([Cl:19])[CH:18]=1)[C:13](Cl)=[O:14].C(N(CC)CC)C.